From a dataset of Full USPTO retrosynthesis dataset with 1.9M reactions from patents (1976-2016). Predict the reactants needed to synthesize the given product. (1) Given the product [NH2:4][C:5]1[CH:13]=[C:12]([Cl:15])[C:11]([C:16]([F:17])([F:18])[F:19])=[CH:10][C:6]=1[C:7](=[O:9])[CH3:21], predict the reactants needed to synthesize it. The reactants are: C([NH:4][C:5]1[C:13](F)=[C:12]([Cl:15])[C:11]([C:16]([F:19])([F:18])[F:17])=[CH:10][C:6]=1[C:7]([OH:9])=O)(=O)C.Cl.[CH3:21]O. (2) Given the product [CH2:7]1[C:10]2([CH2:13][N:12]([CH2:22][C:23]3[CH:24]=[CH:25][C:26]([S:29][CH:30]4[CH2:33][N:32]([C:34]([C:36]5[O:37][C:38]([C:41]6[CH:46]=[CH:45][CH:44]=[CH:43][CH:42]=6)=[N:39][N:40]=5)=[O:35])[CH2:31]4)=[CH:27][CH:28]=3)[CH2:11]2)[CH2:9][O:8]1, predict the reactants needed to synthesize it. The reactants are: C(O)(=O)C(O)=O.[CH2:7]1[C:10]2([CH2:13][NH:12][CH2:11]2)[CH2:9][O:8]1.[CH2:7]1[C:10]2([CH2:13][NH:12][CH2:11]2)[CH2:9][O:8]1.Cl[CH2:22][C:23]1[CH:28]=[CH:27][C:26]([S:29][CH:30]2[CH2:33][N:32]([C:34]([C:36]3[O:37][C:38]([C:41]4[CH:46]=[CH:45][CH:44]=[CH:43][CH:42]=4)=[N:39][N:40]=3)=[O:35])[CH2:31]2)=[CH:25][CH:24]=1.C(N(C(C)C)C(C)C)C.CO. (3) The reactants are: [CH:1]([C:3]1[CH:8]=[CH:7][CH:6]=[CH:5][C:4]=1B(O)O)=[O:2].Br[C:13]1[CH:17]=[CH:16][O:15][CH:14]=1.C(=O)([O-])[O-].[Na+].[Na+]. Given the product [O:15]1[CH:16]=[CH:17][C:13]([C:4]2[CH:5]=[CH:6][CH:7]=[CH:8][C:3]=2[CH:1]=[O:2])=[CH:14]1, predict the reactants needed to synthesize it. (4) The reactants are: C([C@@](C(O)=O)(O)[C@@](C(=O)C1C=CC(OC)=CC=1)(O)C(O)=O)(=O)C1C=CC(OC)=CC=1.[CH3:31][N:32]([CH3:52])[CH2:33][CH2:34][C@H:35]([O:41][C:42]1[C:51]2[C:46](=[CH:47][CH:48]=[CH:49][CH:50]=2)[CH:45]=[CH:44][CH:43]=1)[C:36]1[S:37][CH:38]=[CH:39][CH:40]=1.O.N. Given the product [CH3:52][N:32]([CH3:31])[CH2:33][CH2:34][C@H:35]([O:41][C:42]1[C:51]2[C:46](=[CH:47][CH:48]=[CH:49][CH:50]=2)[CH:45]=[CH:44][CH:43]=1)[C:36]1[S:37][CH:38]=[CH:39][CH:40]=1, predict the reactants needed to synthesize it.